From a dataset of Peptide-MHC class II binding affinity with 134,281 pairs from IEDB. Regression. Given a peptide amino acid sequence and an MHC pseudo amino acid sequence, predict their binding affinity value. This is MHC class II binding data. The peptide sequence is GTVVMQVKVSKGAPC. The MHC is DRB3_0202 with pseudo-sequence DRB3_0202. The binding affinity (normalized) is 0.339.